From a dataset of Reaction yield outcomes from USPTO patents with 853,638 reactions. Predict the reaction yield, written as a fraction of the theoretical maximum amount of product (1.0 means a 100% yield; for example, 0.34 means a 34% yield). The catalyst is CO.[Pd]. The product is [CH3:1][O:2][C:3]([C@H:5]1[CH2:10][CH2:9][C@H:8]([CH2:11][OH:12])[CH2:7][CH2:6]1)=[O:4]. The yield is 0.720. The reactants are [CH3:1][O:2][C:3]([CH:5]1[CH2:10][CH2:9][CH:8]([CH2:11][O:12]CC2C=CC=CC=2)[CH2:7][CH2:6]1)=[O:4].